Dataset: Reaction yield outcomes from USPTO patents with 853,638 reactions. Task: Predict the reaction yield, written as a fraction of the theoretical maximum amount of product (1.0 means a 100% yield; for example, 0.34 means a 34% yield). (1) The reactants are [CH2:1]1[CH:3]([C:4]([NH2:6])=[NH:5])[CH2:2]1.Cl.C(N(CC)CC)C.Cl[C:16](=[CH2:19])[C:17]#[N:18]. The catalyst is C(O)C. The product is [CH:3]1([C:4]2[N:6]=[C:17]([NH2:18])[CH:16]=[CH:19][N:5]=2)[CH2:2][CH2:1]1. The yield is 0.270. (2) The reactants are C([N:4]1[C:12]2[C:7](=[CH:8][CH:9]=[C:10]([NH:13][C:14]([C:16]3[C:25](=[O:26])[C:24]4[C:19](=[CH:20][CH:21]=[CH:22][CH:23]=4)[NH:18][CH:17]=3)=[O:15])[CH:11]=2)[CH2:6][CH2:5]1)(=O)C.[OH-].[Na+]. The catalyst is C(O)C. The product is [NH:4]1[C:12]2[C:7](=[CH:8][CH:9]=[C:10]([NH:13][C:14]([C:16]3[C:25](=[O:26])[C:24]4[C:19](=[CH:20][CH:21]=[CH:22][CH:23]=4)[NH:18][CH:17]=3)=[O:15])[CH:11]=2)[CH2:6][CH2:5]1. The yield is 0.200. (3) The reactants are [CH2:1]([O:5][C:6]1[C:18](Cl)=[CH:17][C:9]([C:10]([O:12][C:13]([CH3:16])([CH3:15])[CH3:14])=[O:11])=[C:8]([F:20])[CH:7]=1)[CH2:2][CH2:3][CH3:4].[CH:21]1(B(O)O)[CH2:23][CH2:22]1.P([O-])([O-])([O-])=O.[K+].[K+].[K+].F[B-](F)(F)F.C1(P(C2CCCCC2)C2CCCCC2)CCCCC1. The catalyst is C1(C)C=CC=CC=1.O.C([O-])(=O)C.[Pd+2].C([O-])(=O)C. The product is [CH2:1]([O:5][C:6]1[C:18]([CH:21]2[CH2:23][CH2:22]2)=[CH:17][C:9]([C:10]([O:12][C:13]([CH3:16])([CH3:15])[CH3:14])=[O:11])=[C:8]([F:20])[CH:7]=1)[CH2:2][CH2:3][CH3:4]. The yield is 0.670. (4) The reactants are [ClH:1].Cl.[CH2:3]([N:11]1[CH2:16][CH2:15][NH:14][CH2:13][CH2:12]1)[CH2:4][C:5]1[CH:10]=[CH:9][CH:8]=[CH:7][CH:6]=1.[Cl:17][CH2:18][C:19]([C:21]1[CH:26]=[CH:25][CH:24]=[CH:23][CH:22]=1)=[O:20]. The catalyst is [Br-].C([N+](C)(C)C)CCCCCCCCCCCCCCC.O.C(Cl)(Cl)Cl. The product is [ClH:17].[ClH:1].[CH2:3]([N:11]1[CH2:12][CH2:13][N:14]([CH2:18][C:19]([C:21]2[CH:26]=[CH:25][CH:24]=[CH:23][CH:22]=2)=[O:20])[CH2:15][CH2:16]1)[CH2:4][C:5]1[CH:6]=[CH:7][CH:8]=[CH:9][CH:10]=1. The yield is 0.603. (5) The reactants are Br[C:2]1[CH:3]=[C:4]([CH:8]=[CH:9][N:10]=1)[C:5]([OH:7])=[O:6].[NH:11]1[CH:15]=[CH:14][N:13]=[CH:12]1.C([O-])([O-])=O.[Cs+].[Cs+]. The catalyst is CS(C)=O.[Cu]I. The product is [N:11]1([C:2]2[CH:3]=[C:4]([CH:8]=[CH:9][N:10]=2)[C:5]([OH:7])=[O:6])[CH:15]=[CH:14][N:13]=[CH:12]1. The yield is 0.980. (6) The reactants are Br[C:2]1[CH:7]=[CH:6][C:5]([Cl:8])=[C:4]([Cl:9])[CH:3]=1.[C:10]1(B(O)O)[CH:15]=[CH:14][CH:13]=[CH:12][CH:11]=1.C1(P(C2C=CC=CC=2)C2C=CC=CC=2)C=CC=CC=1.C(=O)([O-])[O-].[K+].[K+]. The catalyst is O. The product is [C:10]1([C:2]2[CH:7]=[CH:6][C:5]([Cl:8])=[C:4]([Cl:9])[CH:3]=2)[CH:15]=[CH:14][CH:13]=[CH:12][CH:11]=1. The yield is 0.300. (7) The yield is 0.700. The catalyst is C1COCC1.[Li]CCCC. The reactants are [CH:1]#[C:2][CH2:3][CH2:4][CH2:5][CH2:6][CH2:7][CH2:8][CH3:9].CN(P(N(C)C)(N(C)C)=O)C.I[CH2:22][CH2:23][CH2:24][CH2:25][CH2:26][O:27][CH:28]1[CH2:33][CH2:32][CH2:31][CH2:30][O:29]1. The product is [CH2:26]([O:27][CH:28]1[CH2:33][CH2:32][CH2:31][CH2:30][O:29]1)[CH2:25][CH2:24][CH2:23][CH2:22][C:1]#[C:2][CH2:3][CH2:4][CH2:5][CH2:6][CH2:7][CH2:8][CH3:9].